Dataset: Full USPTO retrosynthesis dataset with 1.9M reactions from patents (1976-2016). Task: Predict the reactants needed to synthesize the given product. (1) The reactants are: CCCCCCCC[N:9]1[S:14][CH:13]=[CH:12][C:10]1=O.[P:15]([O-:19])([O-:18])([O-:17])=[O:16]. Given the product [P:15]([O-:19])([O-:18])([O-:17])=[O:16].[S:14]1[CH2:9][C:10](=[O:16])[CH:12]=[N:13]1, predict the reactants needed to synthesize it. (2) Given the product [CH3:1][S:2]([O:23][CH2:22][CH2:21][C:15]1[CH:16]=[CH:17][C:18]([F:20])=[CH:19][C:14]=1[F:13])(=[O:4])=[O:3], predict the reactants needed to synthesize it. The reactants are: [CH3:1][S:2](Cl)(=[O:4])=[O:3].C(N(CC)CC)C.[F:13][C:14]1[CH:19]=[C:18]([F:20])[CH:17]=[CH:16][C:15]=1[CH2:21][CH2:22][OH:23].